Dataset: Reaction yield outcomes from USPTO patents with 853,638 reactions. Task: Predict the reaction yield, written as a fraction of the theoretical maximum amount of product (1.0 means a 100% yield; for example, 0.34 means a 34% yield). (1) The reactants are [N+:1]([C:4]1[C:5]([CH:10](C(OCC)=O)[C:11]([O:13][CH2:14][CH3:15])=[O:12])=[N:6][CH:7]=[CH:8][CH:9]=1)([O-:3])=[O:2].O.[Cl-].[Li+]. The catalyst is CS(C)=O.[Cl-].[Na+].O. The product is [N+:1]([C:4]1[C:5]([CH2:10][C:11]([O:13][CH2:14][CH3:15])=[O:12])=[N:6][CH:7]=[CH:8][CH:9]=1)([O-:3])=[O:2]. The yield is 0.920. (2) The reactants are Cl[C:2]([O:4][C:5]1[CH:10]=[CH:9][CH:8]=[CH:7][CH:6]=1)=[O:3].[I:11][C:12]1[CH:13]=[N:14][NH:15][CH:16]=1.C(N(CC)CC)C.O. The catalyst is C(Cl)Cl. The product is [I:11][C:12]1[CH:13]=[N:14][N:15]([C:2]([O:4][C:5]2[CH:10]=[CH:9][CH:8]=[CH:7][CH:6]=2)=[O:3])[CH:16]=1. The yield is 0.950. (3) The reactants are Cl[CH2:2][C:3]([NH:5][CH2:6][C:7]#[C:8][C:9]1[CH:10]=[C:11]2[C:16](=[CH:17][CH:18]=1)[N:15]=[CH:14][N:13]=[C:12]2[NH:19][C:20]1[CH:25]=[CH:24][C:23]([O:26][C:27]2[CH:28]=[N:29][CH:30]=[CH:31][CH:32]=2)=[C:22]([CH3:33])[CH:21]=1)=[O:4].[CH3:34][NH:35][CH3:36].C1COCC1. The catalyst is CO. The product is [CH3:34][N:35]([CH3:36])[CH2:2][C:3]([NH:5][CH2:6][C:7]#[C:8][C:9]1[CH:10]=[C:11]2[C:16](=[CH:17][CH:18]=1)[N:15]=[CH:14][N:13]=[C:12]2[NH:19][C:20]1[CH:25]=[CH:24][C:23]([O:26][C:27]2[CH:28]=[N:29][CH:30]=[CH:31][CH:32]=2)=[C:22]([CH3:33])[CH:21]=1)=[O:4]. The yield is 0.990. (4) The reactants are [F:1][C:2]1[CH:7]=[CH:6][CH:5]=[C:4]([F:8])[C:3]=1[N:9]1[C:14]2[N:15]=[C:16](S(C)=O)[N:17]=[C:18]([C:19]3[CH:20]=[C:21]([CH:28]=[CH:29][C:30]=3[CH3:31])[C:22]([NH:24][CH2:25][CH2:26][CH3:27])=[O:23])[C:13]=2[CH2:12][NH:11][C:10]1=[O:35].[CH2:36]([N:40]([CH2:45][CH2:46][CH2:47][CH3:48])[CH2:41][CH2:42][CH2:43][NH2:44])[CH2:37][CH2:38][CH3:39]. The catalyst is C(Cl)Cl. The product is [CH2:36]([N:40]([CH2:45][CH2:46][CH2:47][CH3:48])[CH2:41][CH2:42][CH2:43][NH:44][C:16]1[N:17]=[C:18]([C:19]2[CH:20]=[C:21]([CH:28]=[CH:29][C:30]=2[CH3:31])[C:22]([NH:24][CH2:25][CH2:26][CH3:27])=[O:23])[C:13]2[CH2:12][NH:11][C:10](=[O:35])[N:9]([C:3]3[C:2]([F:1])=[CH:7][CH:6]=[CH:5][C:4]=3[F:8])[C:14]=2[N:15]=1)[CH2:37][CH2:38][CH3:39]. The yield is 0.830. (5) The reactants are CO[C:3](=[O:22])[C:4]1[CH:9]=[CH:8][C:7]([O:10][CH2:11][C:12]2[C:13]([CH2:18][CH2:19][CH2:20][CH3:21])=[N:14][O:15][C:16]=2[CH3:17])=[N:6][CH:5]=1.[CH2:23]([CH2:25][NH2:26])[OH:24]. No catalyst specified. The product is [CH2:18]([C:13]1[C:12]([CH2:11][O:10][C:7]2[CH:8]=[CH:9][C:4]([C:3]([NH:26][CH2:25][CH2:23][OH:24])=[O:22])=[CH:5][N:6]=2)=[C:16]([CH3:17])[O:15][N:14]=1)[CH2:19][CH2:20][CH3:21]. The yield is 0.600. (6) The reactants are [CH3:1][C:2]1[C@@H:19]([O:20][C:21]([C@H:23]([OH:40])[C@@H:24]([NH:31][C:32]([C:34]2[CH:35]=[CH:36][CH:37]=[CH:38][CH:39]=2)=[O:33])[C:25]2[CH:26]=[CH:27][CH:28]=[CH:29][CH:30]=2)=[O:22])[CH2:18][C@:14]2([OH:41])[C:15]([CH3:17])([CH3:16])[C:3]=1[C@@H:4]([O:59][C:60]([CH3:62])=[O:61])[C:5]([C@@:7]1([CH3:58])[C@H:12]([C@@H:13]2[O:42][C:43]([C:45]2[CH:46]=[CH:47][CH:48]=[CH:49][CH:50]=2)=[O:44])[C@:11]2([O:53][C:54]([CH3:56])=[O:55])[CH2:51][O:52][C@@H:10]2[CH2:9][C@@H:8]1[OH:57])=[O:6].[C:63]1(=[O:69])[O:68][C:66](=[O:67])[CH2:65][CH2:64]1.N1C=CC=CC=1. The catalyst is C(Cl)Cl. The product is [CH3:1][C:2]1[C@@H:19]([O:20][C:21]([C@H:23]([O:40][C:63]([CH2:64][CH2:65][C:66]([OH:68])=[O:67])=[O:69])[C@@H:24]([NH:31][C:32]([C:34]2[CH:39]=[CH:38][CH:37]=[CH:36][CH:35]=2)=[O:33])[C:25]2[CH:26]=[CH:27][CH:28]=[CH:29][CH:30]=2)=[O:22])[CH2:18][C@:14]2([OH:41])[C:15]([CH3:16])([CH3:17])[C:3]=1[C@@H:4]([O:59][C:60]([CH3:62])=[O:61])[C:5]([C@@:7]1([CH3:58])[C@H:12]([C@@H:13]2[O:42][C:43]([C:45]2[CH:50]=[CH:49][CH:48]=[CH:47][CH:46]=2)=[O:44])[C@:11]2([O:53][C:54]([CH3:56])=[O:55])[CH2:51][O:52][C@@H:10]2[CH2:9][C@@H:8]1[OH:57])=[O:6]. The yield is 0.850. (7) The reactants are Br[C:2]1[CH:7]=[CH:6][C:5]([CH3:8])=[CH:4][CH:3]=1.[C:9]1([CH2:15][CH2:16][NH2:17])[CH2:14][CH2:13][CH2:12][CH2:11][CH:10]=1. No catalyst specified. The product is [CH3:8][C:5]1[CH:6]=[CH:7][C:2]([NH:17][CH2:16][CH2:15][C:9]2[CH2:14][CH2:13][CH2:12][CH2:11][CH:10]=2)=[CH:3][CH:4]=1. The yield is 0.920. (8) The reactants are [CH:1]([NH:4][CH:5]([CH3:7])[CH3:6])([CH3:3])[CH3:2].[P:8]([Cl:11])(Cl)Cl. The catalyst is C(#N)C. The product is [CH:1]([N:4]([P:8]([N:4]([CH:5]([CH3:7])[CH3:6])[CH:1]([CH3:3])[CH3:2])[Cl:11])[CH:5]([CH3:7])[CH3:6])([CH3:3])[CH3:2]. The yield is 0.740. (9) The reactants are [CH3:1][O:2][C:3]1[CH:4]=[C:5]2[C:10](=[CH:11][C:12]=1[O:13][CH3:14])[N:9]=[CH:8][N:7]=[C:6]2[O:15][C:16]1[CH:22]=[CH:21][C:19]([NH2:20])=[CH:18][CH:17]=1.ClC(Cl)(O[C:27](=[O:33])[O:28][C:29](Cl)(Cl)Cl)Cl.[CH3:35][O:36][C:37]1C=[CH:41][CH:40]=[CH:39][C:38]=1O.C(=O)(O)[O-].[Na+]. The catalyst is C(Cl)Cl.C(N(CC)CC)C.C1(C)C=CC=CC=1. The product is [CH3:1][O:2][C:3]1[CH:4]=[C:5]2[C:10](=[CH:11][C:12]=1[O:13][CH3:14])[N:9]=[CH:8][N:7]=[C:6]2[O:15][C:16]1[CH:22]=[CH:21][C:19]([NH:20][C:27](=[O:33])[O:28][C:29]2[CH:41]=[CH:40][CH:39]=[CH:38][C:37]=2[O:36][CH3:35])=[CH:18][CH:17]=1. The yield is 0.180. (10) The reactants are [C:1]1([N:7]2[CH2:13][C:12]3[CH:14]=[CH:15][C:16]([C:18]([O:20]C)=O)=[CH:17][C:11]=3[O:10][CH2:9][CH2:8]2)[CH:6]=[CH:5][CH:4]=[CH:3][CH:2]=1.[NH2:22][OH:23].[OH-].[Na+]. The catalyst is C1COCC1. The product is [OH:23][NH:22][C:18]([C:16]1[CH:15]=[CH:14][C:12]2[CH2:13][N:7]([C:1]3[CH:6]=[CH:5][CH:4]=[CH:3][CH:2]=3)[CH2:8][CH2:9][O:10][C:11]=2[CH:17]=1)=[O:20]. The yield is 0.0500.